From a dataset of Reaction yield outcomes from USPTO patents with 853,638 reactions. Predict the reaction yield, written as a fraction of the theoretical maximum amount of product (1.0 means a 100% yield; for example, 0.34 means a 34% yield). (1) The reactants are [CH3:1][C:2]1([CH3:30])[CH2:8][NH:7][C:6]2[N:9]=[CH:10][C:11](/[CH:13]=[CH:14]/[C:15]([N:17]([CH3:29])[CH2:18][C:19]3[O:20][C:21]4[CH:28]=[CH:27][CH:26]=[CH:25][C:22]=4[C:23]=3[CH3:24])=[O:16])=[CH:12][C:5]=2[CH:4]=[N:3]1.[ClH:31]. The catalyst is C(Cl)Cl.CCOCC. The product is [ClH:31].[CH3:1][C:2]1([CH3:30])[CH2:8][NH:7][C:6]2[N:9]=[CH:10][C:11](/[CH:13]=[CH:14]/[C:15]([N:17]([CH3:29])[CH2:18][C:19]3[O:20][C:21]4[CH:28]=[CH:27][CH:26]=[CH:25][C:22]=4[C:23]=3[CH3:24])=[O:16])=[CH:12][C:5]=2[CH:4]=[N:3]1. The yield is 0.860. (2) The reactants are [C:1]1([NH:7][CH2:8][CH2:9][C:10]#[N:11])[CH:6]=[CH:5][CH:4]=[CH:3][CH:2]=1.[NH2:12][OH:13]. The catalyst is CCO. The product is [OH:13][N:12]=[C:10]([NH2:11])[CH2:9][CH2:8][NH:7][C:1]1[CH:6]=[CH:5][CH:4]=[CH:3][CH:2]=1. The yield is 0.628. (3) The reactants are [C:1]([O:5][C:6]([NH:8][CH2:9][C:10]1[C:11]([CH2:37][CH:38]([CH3:40])[CH3:39])=[N:12][C:13]2[C:18]([C:19]=1[C:20]1[CH:25]=[CH:24][C:23]([CH3:26])=[CH:22][CH:21]=1)=[CH:17][C:16]([O:27][CH2:28][CH2:29][CH2:30][CH2:31][C:32]([O:34]CC)=[O:33])=[CH:15][CH:14]=2)=[O:7])([CH3:4])([CH3:3])[CH3:2].C(O)C.[OH-].[Na+].Cl. The catalyst is O1CCCC1. The product is [C:1]([O:5][C:6]([NH:8][CH2:9][C:10]1[C:11]([CH2:37][CH:38]([CH3:40])[CH3:39])=[N:12][C:13]2[C:18]([C:19]=1[C:20]1[CH:21]=[CH:22][C:23]([CH3:26])=[CH:24][CH:25]=1)=[CH:17][C:16]([O:27][CH2:28][CH2:29][CH2:30][CH2:31][C:32]([OH:34])=[O:33])=[CH:15][CH:14]=2)=[O:7])([CH3:2])([CH3:4])[CH3:3]. The yield is 0.870. (4) The reactants are CN([CH:4]=[C:5]1[C:13](=O)[C:12]2[N:11]([CH3:15])[N:10]=[C:9]([C:16]([O:18][CH2:19][CH3:20])=[O:17])[C:8]=2[C:7]([CH3:22])([CH3:21])[CH2:6]1)C.[Cl:23][C:24]1[CH:25]=[C:26]([NH:37][C:38]([NH2:40])=[NH:39])[CH:27]=[CH:28][C:29]=1[N:30]1[CH2:35][CH2:34][N:33]([CH3:36])[CH2:32][CH2:31]1. The catalyst is CN(C)C=O.O. The product is [Cl:23][C:24]1[CH:25]=[C:26]([NH:37][C:38]2[N:40]=[CH:4][C:5]3[CH2:6][C:7]([CH3:21])([CH3:22])[C:8]4[C:9]([C:16]([O:18][CH2:19][CH3:20])=[O:17])=[N:10][N:11]([CH3:15])[C:12]=4[C:13]=3[N:39]=2)[CH:27]=[CH:28][C:29]=1[N:30]1[CH2:35][CH2:34][N:33]([CH3:36])[CH2:32][CH2:31]1. The yield is 0.850. (5) The reactants are [CH2:1]([CH:4]1[CH2:9][CH2:8][CH:7]([CH2:10][OH:11])[CH2:6][CH2:5]1)[C:2]#[CH:3].N1C=CC=CC=1.[C:18](OC(=O)C)(=[O:20])[CH3:19]. The catalyst is CN(C=O)C. The product is [C:18]([O:11][CH2:10][CH:7]1[CH2:8][CH2:9][CH:4]([CH2:1][C:2]#[CH:3])[CH2:5][CH2:6]1)(=[O:20])[CH3:19]. The yield is 0.910. (6) The reactants are [C:1]([O:9][CH2:10][C:11]1[CH:16]=[CH:15][C:14]([CH2:17][O:18][Si](C(C)(C)C)(C)C)=[CH:13][C:12]=1[CH2:26][O:27][C:28](=[O:35])[C:29]1[CH:34]=[CH:33][CH:32]=[CH:31][CH:30]=1)(=[O:8])[C:2]1[CH:7]=[CH:6][CH:5]=[CH:4][CH:3]=1.[F-].C([N+](CCCC)(CCCC)CCCC)CCC.[Cl-].[NH4+]. The catalyst is C(OCC)(=O)C. The product is [C:1]([O:9][CH2:10][C:11]1[CH:16]=[CH:15][C:14]([CH2:17][OH:18])=[CH:13][C:12]=1[CH2:26][O:27][C:28](=[O:35])[C:29]1[CH:30]=[CH:31][CH:32]=[CH:33][CH:34]=1)(=[O:8])[C:2]1[CH:3]=[CH:4][CH:5]=[CH:6][CH:7]=1. The yield is 0.880.